From a dataset of Forward reaction prediction with 1.9M reactions from USPTO patents (1976-2016). Predict the product of the given reaction. (1) Given the reactants [C:1]([O:5][C:6]([NH:8][C:9]([CH3:17])([CH3:16])[CH2:10]/[CH:11]=[CH:12]/[C:13]([OH:15])=O)=[O:7])([CH3:4])([CH3:3])[CH3:2].ON1C2N=CC=CC=2N=N1.CN(C)CCCN=C=NCC.[S:39]1[CH:43]=[C:42]([CH2:44][CH:45]([NH:62][CH3:63])[C:46]([N:48]([CH3:61])[C@@H:49]([C:57](=[O:60])[NH:58][CH3:59])[CH2:50][C:51]2[CH:56]=[CH:55][CH:54]=[CH:53][CH:52]=2)=[O:47])[C:41]2[CH:64]=[CH:65][CH:66]=[CH:67][C:40]1=2.C(N(C(C)C)CC)(C)C, predict the reaction product. The product is: [C:1]([O:5][C:6](=[O:7])[NH:8][C:9]([CH3:17])([CH3:16])[CH2:10]/[CH:11]=[CH:12]/[C:13](=[O:15])[N:62]([C@@H:45]([C:46](=[O:47])[N:48]([CH3:61])[CH:49]([C:57](=[O:60])[NH:58][CH3:59])[CH2:50][C:51]1[CH:56]=[CH:55][CH:54]=[CH:53][CH:52]=1)[CH2:44][C:42]1[C:41]2[CH:64]=[CH:65][CH:66]=[CH:67][C:40]=2[S:39][CH:43]=1)[CH3:63])([CH3:2])([CH3:3])[CH3:4]. (2) Given the reactants C([O:3][C:4](=O)[NH:5][C:6]([NH:8][C:9]1[NH:13][N:12]=[CH:11][C:10]=1[CH2:14][C:15]([CH3:18])([CH3:17])[CH3:16])=[S:7])C.[OH-].[Na+].S(=O)(=O)(O)O, predict the reaction product. The product is: [CH3:16][C:15]([CH3:18])([CH3:17])[CH2:14][C:10]1[CH:11]=[N:12][N:13]2[C:4](=[O:3])[NH:5][C:6](=[S:7])[NH:8][C:9]=12. (3) Given the reactants [CH2:1]([O:3][C:4](=[O:27])[CH2:5][N:6]([CH2:23][CH2:24][CH2:25][CH3:26])[S:7]([C:10]1[CH:15]=[CH:14][C:13]([N:16]2[CH2:21][CH2:20][C:19](=O)[CH2:18][CH2:17]2)=[CH:12][CH:11]=1)(=[O:9])=[O:8])[CH3:2].[NH2:28][CH2:29][C@@H:30]([C:32]1[CH:33]=[CH:34][C:35]([OH:43])=[C:36]([NH:38][S:39]([CH3:42])(=[O:41])=[O:40])[CH:37]=1)[OH:31], predict the reaction product. The product is: [CH2:1]([O:3][C:4](=[O:27])[CH2:5][N:6]([CH2:23][CH2:24][CH2:25][CH3:26])[S:7]([C:10]1[CH:15]=[CH:14][C:13]([N:16]2[CH2:17][CH2:18][CH:19]([NH:28][CH2:29][C@H:30]([OH:31])[C:32]3[CH:33]=[CH:34][C:35]([OH:43])=[C:36]([NH:38][S:39]([CH3:42])(=[O:41])=[O:40])[CH:37]=3)[CH2:20][CH2:21]2)=[CH:12][CH:11]=1)(=[O:8])=[O:9])[CH3:2]. (4) The product is: [F:11][C:12]([F:23])([F:22])[C:13]([NH:10][C@@H:7]([C:1]1[CH:6]=[CH:5][CH:4]=[CH:3][CH:2]=1)[CH2:8][CH3:9])=[O:14]. Given the reactants [C:1]1([C@H:7]([NH2:10])[CH2:8][CH3:9])[CH:6]=[CH:5][CH:4]=[CH:3][CH:2]=1.[F:11][C:12]([F:23])([F:22])[C:13](O[C:13](=[O:14])[C:12]([F:23])([F:22])[F:11])=[O:14].N1C=CC=CC=1, predict the reaction product. (5) Given the reactants [Br:1][C:2]1[N:3]=[C:4](Cl)[C:5]2[N:6]([C:8]([CH3:11])=[N:9][N:10]=2)[CH:7]=1.[CH:13]([NH2:16])([CH3:15])[CH3:14], predict the reaction product. The product is: [Br:1][C:2]1[N:3]=[C:4]([NH:16][CH:13]([CH3:15])[CH3:14])[C:5]2[N:6]([C:8]([CH3:11])=[N:9][N:10]=2)[CH:7]=1. (6) Given the reactants Cl[C:2]1[N:7]=[C:6]([NH:8][CH2:9][CH2:10][CH3:11])[N:5]=[C:4]([NH:12][CH2:13][CH2:14][CH3:15])[N:3]=1.Cl.[CH3:17][NH:18][O:19][CH2:20][C:21]#[CH:22].[OH-].[Na+].C([O-])(O)=O.[Na+], predict the reaction product. The product is: [CH2:13]([NH:12][C:4]1[N:5]=[C:6]([NH:8][CH2:9][CH2:10][CH3:11])[N:7]=[C:2]([N:18]([CH3:17])[O:19][CH2:20][C:21]#[CH:22])[N:3]=1)[CH2:14][CH3:15]. (7) The product is: [Cl:32][C:29]1[CH:30]=[C:31]2[C:26](=[CH:27][CH:28]=1)[N:25]([S:33]([C:36]1[CH:41]=[CH:40][C:39]([O:42][CH3:43])=[CH:38][C:37]=1[O:44][C:45]([F:48])([F:47])[F:46])(=[O:34])=[O:35])[C:24](=[O:49])[C:23]2([N:5]1[CH2:6][C@H:2]([F:1])[CH2:3][C@H:4]1[C:7]([N:9]([CH3:11])[CH3:10])=[O:8])[C:50]1[CH:55]=[CH:54][CH:53]=[CH:52][C:51]=1[O:56][CH3:57]. Given the reactants [F:1][C@H:2]1[CH2:6][NH:5][C@H:4]([C:7]([N:9]([CH3:11])[CH3:10])=[O:8])[CH2:3]1.C[Si]([N-][Si](C)(C)C)(C)C.[Na+].Cl[C:23]1([C:50]2[CH:55]=[CH:54][CH:53]=[CH:52][C:51]=2[O:56][CH3:57])[C:31]2[C:26](=[CH:27][CH:28]=[C:29]([Cl:32])[CH:30]=2)[N:25]([S:33]([C:36]2[CH:41]=[CH:40][C:39]([O:42][CH3:43])=[CH:38][C:37]=2[O:44][C:45]([F:48])([F:47])[F:46])(=[O:35])=[O:34])[C:24]1=[O:49].C([O-])([O-])=O.[K+].[K+], predict the reaction product.